This data is from Reaction yield outcomes from USPTO patents with 853,638 reactions. The task is: Predict the reaction yield, written as a fraction of the theoretical maximum amount of product (1.0 means a 100% yield; for example, 0.34 means a 34% yield). (1) The reactants are Cl.[NH2:2][CH:3]([C@H:9]([CH3:17])[CH2:10][CH:11]([CH3:16])[CH2:12][CH2:13][CH:14]=[CH2:15])[C:4]([O:6][CH2:7][CH3:8])=[O:5].C(N(CC)C(C)C)(C)C.[C:27](O[C:27]([O:29][C:30]([CH3:33])([CH3:32])[CH3:31])=[O:28])([O:29][C:30]([CH3:33])([CH3:32])[CH3:31])=[O:28]. The catalyst is C(Cl)Cl. The product is [C:30]([O:29][C:27]([NH:2][CH:3]([C@H:9]([CH3:17])[CH2:10][CH:11]([CH3:16])[CH2:12][CH2:13][CH:14]=[CH2:15])[C:4]([O:6][CH2:7][CH3:8])=[O:5])=[O:28])([CH3:33])([CH3:32])[CH3:31]. The yield is 0.940. (2) The reactants are [I:1][C:2]1[CH:3]=[CH:4][C:5]2[O:10][N:9]=[C:8]([C:11]([O:13]CC)=O)[C:7](=[O:16])[C:6]=2[CH:17]=1.[Cl:18][C:19]1[CH:26]=[CH:25][C:22]([CH2:23][NH2:24])=[CH:21][CH:20]=1. The catalyst is C1(C)C=CC=CC=1. The product is [Cl:18][C:19]1[CH:26]=[CH:25][C:22]([CH2:23][NH:24][C:11]([C:8]2[C:7](=[O:16])[C:6]3[CH:17]=[C:2]([I:1])[CH:3]=[CH:4][C:5]=3[O:10][N:9]=2)=[O:13])=[CH:21][CH:20]=1. The yield is 0.480. (3) The reactants are Cl[C:2]1[N:7]=[C:6]([CH2:8][O:9][CH2:10][C:11]2([C:24]3[CH:29]=[CH:28][CH:27]=[CH:26][CH:25]=3)[CH2:16][CH2:15][N:14](C(OC(C)(C)C)=O)[CH2:13][CH2:12]2)[CH:5]=[C:4]([C:30]([F:33])([F:32])[F:31])[CH:3]=1.[CH3:34][O:35][C:36]1[CH:41]=[CH:40][C:39](B(O)O)=[CH:38][CH:37]=1. The catalyst is O1CCCC1.[Pd].C1(P(C2C=CC=CC=2)C2C=CC=CC=2)C=CC=CC=1.C1(P(C2C=CC=CC=2)C2C=CC=CC=2)C=CC=CC=1.C1(P(C2C=CC=CC=2)C2C=CC=CC=2)C=CC=CC=1.C1(P(C2C=CC=CC=2)C2C=CC=CC=2)C=CC=CC=1. The product is [CH3:34][O:35][C:36]1[CH:41]=[CH:40][C:39]([C:2]2[CH:3]=[C:4]([C:30]([F:33])([F:32])[F:31])[CH:5]=[C:6]([CH2:8][O:9][CH2:10][C:11]3([C:24]4[CH:29]=[CH:28][CH:27]=[CH:26][CH:25]=4)[CH2:16][CH2:15][NH:14][CH2:13][CH2:12]3)[N:7]=2)=[CH:38][CH:37]=1. The yield is 0.340.